Task: Predict the product of the given reaction.. Dataset: Forward reaction prediction with 1.9M reactions from USPTO patents (1976-2016) (1) Given the reactants Br[CH2:2][CH2:3][O:4]C1CCCCO1.[ClH:11].[CH3:12][C:13]1[C:22]2[C:17](=[CH:18][CH:19]=[CH:20][C:21]=2[NH:23][CH:24]2[CH2:29][CH2:28][NH:27][CH2:26][CH2:25]2)[CH:16]=[N:15][CH:14]=1, predict the reaction product. The product is: [ClH:11].[OH:4][CH2:3][CH2:2][N:27]1[CH2:28][CH2:29][CH:24]([NH:23][C:21]2[CH:20]=[CH:19][CH:18]=[C:17]3[C:22]=2[C:13]([CH3:12])=[CH:14][N:15]=[CH:16]3)[CH2:25][CH2:26]1. (2) Given the reactants [C:1]([O:5][C:6]([NH:8][CH2:9][C:10]1[C:11]([C:41]2[CH:46]=[CH:45][C:44]([CH3:47])=[CH:43][CH:42]=2)=[C:12]([CH2:21][O:22][C:23]2[C:27]([C:28]([O:30]CC)=[O:29])=[CH:26][N:25]([CH2:33][C:34]([O:36]C(C)(C)C)=[O:35])[N:24]=2)[C:13]([CH3:20])=[N:14][C:15]=1[CH2:16][CH:17]([CH3:19])[CH3:18])=[O:7])([CH3:4])([CH3:3])[CH3:2].[OH-].[Na+].Cl, predict the reaction product. The product is: [C:1]([O:5][C:6]([NH:8][CH2:9][C:10]1[C:11]([C:41]2[CH:46]=[CH:45][C:44]([CH3:47])=[CH:43][CH:42]=2)=[C:12]([CH2:21][O:22][C:23]2[C:27]([C:28]([OH:30])=[O:29])=[CH:26][N:25]([CH2:33][C:34]([OH:36])=[O:35])[N:24]=2)[C:13]([CH3:20])=[N:14][C:15]=1[CH2:16][CH:17]([CH3:18])[CH3:19])=[O:7])([CH3:2])([CH3:3])[CH3:4]. (3) Given the reactants C([O:8][C:9]1[C:14]2[NH:15][C:16](=[O:19])[CH2:17][O:18][C:13]=2[C:12]([C:20](=[O:24])[CH:21](O)O)=[CH:11][CH:10]=1)C1C=CC=CC=1.C([O:32][C:33]1[CH:43]=[CH:42][C:36]([CH2:37][C:38]2([NH2:41])[CH2:40][CH2:39]2)=[CH:35][CH:34]=1)C1C=CC=CC=1.FC(F)(F)C([O-])=O, predict the reaction product. The product is: [OH:8][C:9]1[C:14]2[NH:15][C:16](=[O:19])[CH2:17][O:18][C:13]=2[C:12]([CH:20]([OH:24])[CH2:21][NH:41][C:38]2([CH2:37][C:36]3[CH:42]=[CH:43][C:33]([OH:32])=[CH:34][CH:35]=3)[CH2:40][CH2:39]2)=[CH:11][CH:10]=1. (4) The product is: [NH2:8][C:6]1[CH:7]=[C:2]([Cl:1])[C:3]([S:12][C:13]2[S:14][C:15]3[CH:21]=[CH:20][C:19]([C:22]#[N:23])=[CH:18][C:16]=3[N:17]=2)=[C:4]([Cl:11])[CH:5]=1. Given the reactants [Cl:1][C:2]1[CH:7]=[C:6]([N+:8]([O-])=O)[CH:5]=[C:4]([Cl:11])[C:3]=1[S:12][C:13]1[S:14][C:15]2[CH:21]=[CH:20][C:19]([C:22]#[N:23])=[CH:18][C:16]=2[N:17]=1.O.O.[Sn](Cl)(Cl)(Cl)Cl, predict the reaction product. (5) Given the reactants [C:1]([OH:5])(=[O:4])[CH:2]=[CH2:3].[C:6]([OH:11])(=[O:10])[C:7]([CH3:9])=[CH2:8].N(C(C1NCCN=1)(C)C)=NC(C1NCCN=1)(C)C.S(=O)(=O)(O)O, predict the reaction product. The product is: [C:1]([OH:5])(=[O:4])[CH:2]=[CH2:3].[C:6]([OH:11])(=[O:10])[C:7]([CH3:9])=[CH2:8]. (6) Given the reactants Cl.Cl.[NH2:3][C@@H:4]1[CH2:6][C@H:5]1[C:7]1[CH:8]=[C:9]([CH:19]=[CH:20][CH:21]=1)[C:10]([NH:12][C:13]1[S:14][C:15]([CH3:18])=[N:16][N:17]=1)=[O:11].[O:22]1[CH2:27][CH2:26][C:25](=O)[CH2:24][CH2:23]1.[C:29](=[O:32])([O-:31])O.[Na+], predict the reaction product. The product is: [C:10]([OH:22])(=[O:11])/[CH:9]=[CH:19]/[C:29]([OH:31])=[O:32].[CH3:18][C:15]1[S:14][C:13]([NH:12][C:10](=[O:11])[C:9]2[CH:19]=[CH:20][CH:21]=[C:7]([C@@H:5]3[CH2:6][C@H:4]3[NH:3][CH:25]3[CH2:26][CH2:27][O:22][CH2:23][CH2:24]3)[CH:8]=2)=[N:17][N:16]=1. (7) Given the reactants [N:1]12[CH2:8][CH2:7][CH:4]([CH2:5][CH2:6]1)[C@@H:3]([O:9][C:10]1[N:15]=[N:14][C:13]([C:16]3[CH:21]=[CH:20][C:19]([NH2:22])=[CH:18][CH:17]=3)=[CH:12][CH:11]=1)[CH2:2]2.[C:23]([S-:25])#[N:24].[K+].BrBr, predict the reaction product. The product is: [N:1]12[CH2:8][CH2:7][CH:4]([CH2:5][CH2:6]1)[C@@H:3]([O:9][C:10]1[N:15]=[N:14][C:13]([C:16]3[CH:21]=[CH:20][C:19]4[N:22]=[C:23]([NH2:24])[S:25][C:18]=4[CH:17]=3)=[CH:12][CH:11]=1)[CH2:2]2. (8) Given the reactants [OH:1][CH2:2][C:3]([CH2:8][OH:9])([CH2:6][OH:7])[CH2:4][OH:5].[C:10]1([S:16](Cl)(=[O:18])=[O:17])[CH:15]=[CH:14][CH:13]=[CH:12][CH:11]=1.Cl, predict the reaction product. The product is: [C:10]1([S:16]([O:1][CH2:2][C:3]([CH2:8][O:9][S:16]([C:10]2[CH:15]=[CH:14][CH:13]=[CH:12][CH:11]=2)(=[O:18])=[O:17])([CH2:6][O:7][S:16]([C:10]2[CH:15]=[CH:14][CH:13]=[CH:12][CH:11]=2)(=[O:18])=[O:17])[CH2:4][O:5][S:16]([C:10]2[CH:15]=[CH:14][CH:13]=[CH:12][CH:11]=2)(=[O:18])=[O:17])(=[O:18])=[O:17])[CH:15]=[CH:14][CH:13]=[CH:12][CH:11]=1.